This data is from Forward reaction prediction with 1.9M reactions from USPTO patents (1976-2016). The task is: Predict the product of the given reaction. (1) The product is: [C:23]([SiH2:27][O:28][C:29]([CH3:41])([CH3:40])[C:30]1[CH:39]=[CH:38][C:33]2[N:34]=[C:35]([NH:37][C:10](=[O:11])[CH:9]([C:13]3[CH:14]=[CH:15][C:16]([S:19]([CH3:22])(=[O:20])=[O:21])=[CH:17][CH:18]=3)[CH2:8][C:5]3[CH:6]=[CH:7][C:2]([F:1])=[CH:3][CH:4]=3)[O:36][C:32]=2[CH:31]=1)([CH3:26])([CH3:24])[CH3:25]. Given the reactants [F:1][C:2]1[CH:7]=[CH:6][C:5]([CH2:8][CH:9]([C:13]2[CH:18]=[CH:17][C:16]([S:19]([CH3:22])(=[O:21])=[O:20])=[CH:15][CH:14]=2)[C:10](O)=[O:11])=[CH:4][CH:3]=1.[C:23]([SiH2:27][O:28][C:29]([CH3:41])([CH3:40])[C:30]1[CH:39]=[CH:38][C:33]2[N:34]=[C:35]([NH2:37])[O:36][C:32]=2[CH:31]=1)([CH3:26])([CH3:25])[CH3:24].CCN=C=NCCCN(C)C.Cl, predict the reaction product. (2) Given the reactants [ClH:1].C(OCC)(=O)C.[C:8]([C:10]1([C:17]2[N:22]=[CH:21][C:20]([NH:23][C:24]([C:26]3[CH:27]=[N:28][N:29]([C:32]4[CH:37]=[CH:36][C:35]([C:38]([F:41])([F:40])[F:39])=[CH:34][N:33]=4)[C:30]=3[CH3:31])=[O:25])=[CH:19][CH:18]=2)[CH2:15][CH2:14][C:13](=[O:16])[CH2:12][CH2:11]1)#[N:9], predict the reaction product. The product is: [ClH:1].[C:8]([C:10]1([C:17]2[N:22]=[CH:21][C:20]([NH:23][C:24]([C:26]3[CH:27]=[N:28][N:29]([C:32]4[CH:37]=[CH:36][C:35]([C:38]([F:40])([F:41])[F:39])=[CH:34][N:33]=4)[C:30]=3[CH3:31])=[O:25])=[CH:19][CH:18]=2)[CH2:15][CH2:14][C:13](=[O:16])[CH2:12][CH2:11]1)#[N:9].